This data is from Full USPTO retrosynthesis dataset with 1.9M reactions from patents (1976-2016). The task is: Predict the reactants needed to synthesize the given product. (1) Given the product [CH3:25][N:21]1[CH2:22][CH2:23][CH2:24][C@H:20]1[CH2:19][O:18][C:2]1[C:7]([O:8][CH2:9][CH2:10][OH:11])=[CH:6][CH:5]=[CH:4][N:3]=1, predict the reactants needed to synthesize it. The reactants are: Cl[C:2]1[C:7]([O:8][CH2:9][CH2:10][O:11]C2CCCCO2)=[CH:6][CH:5]=[CH:4][N:3]=1.[OH:18][CH2:19][C@@H:20]1[CH2:24][CH2:23][CH2:22][N:21]1[CH3:25].CC(C)([O-])C.[K+].C(O)(C)(C)C. (2) Given the product [Cl:1][C:2]1[CH:3]=[CH:4][C:5]([CH3:10])=[C:6]([CH:9]=1)[C:7](=[N:12][OH:13])[NH2:8], predict the reactants needed to synthesize it. The reactants are: [Cl:1][C:2]1[CH:3]=[CH:4][C:5]([CH3:10])=[C:6]([CH:9]=1)[C:7]#[N:8].Cl.[NH2:12][OH:13].C(=O)(O)[O-].[Na+]. (3) Given the product [CH3:25][O:24][C:21]1[N:22]=[CH:23][C:18]([NH:17][C:2]2[C:3]([C:8]3[N:13]=[C:12]([CH3:14])[N:11]=[C:10]([S:15][CH3:16])[N:9]=3)=[N:4][CH:5]=[CH:6][N:7]=2)=[CH:19][CH:20]=1, predict the reactants needed to synthesize it. The reactants are: F[C:2]1[C:3]([C:8]2[N:13]=[C:12]([CH3:14])[N:11]=[C:10]([S:15][CH3:16])[N:9]=2)=[N:4][CH:5]=[CH:6][N:7]=1.[NH2:17][C:18]1[CH:19]=[CH:20][C:21]([O:24][CH3:25])=[N:22][CH:23]=1.C(N(CC)C(C)C)(C)C. (4) The reactants are: [Cl:1][C:2]1[CH:9]=[C:8]([OH:10])[CH:7]=[CH:6][C:3]=1[C:4]#[N:5].[H-].[Na+].[Br:13][C:14]1[S:15][C:16]([CH2:20]OS(C)(=O)=O)=[C:17]([CH3:19])[N:18]=1.O. Given the product [Br:13][C:14]1[S:15][C:16]([CH2:20][O:10][C:8]2[CH:7]=[CH:6][C:3]([C:4]#[N:5])=[C:2]([Cl:1])[CH:9]=2)=[C:17]([CH3:19])[N:18]=1, predict the reactants needed to synthesize it. (5) Given the product [CH3:37][C:30]1[C:31]2[C:36](=[CH:35][CH:34]=[CH:33][CH:32]=2)[N:28]([C:26]([C:22]2[N:23]=[CH:24][N:25]=[C:20]([N:3]3[CH2:4][CH2:5][CH:6]([N:9]4[C:17]5[C:12](=[N:13][CH:14]=[CH:15][CH:16]=5)[NH:11][C:10]4=[O:18])[CH2:7][CH2:8]3)[CH:21]=2)=[O:27])[CH:29]=1, predict the reactants needed to synthesize it. The reactants are: Cl.Cl.[NH:3]1[CH2:8][CH2:7][CH:6]([N:9]2[C:17]3[C:12](=[N:13][CH:14]=[CH:15][CH:16]=3)[NH:11][C:10]2=[O:18])[CH2:5][CH2:4]1.Cl[C:20]1[N:25]=[CH:24][N:23]=[C:22]([C:26]([N:28]2[C:36]3[C:31](=[CH:32][CH:33]=[CH:34][CH:35]=3)[C:30]([CH3:37])=[CH:29]2)=[O:27])[CH:21]=1.CCN(C(C)C)C(C)C. (6) The reactants are: Br[C:2]1[C:3]([O:13][CH3:14])=[C:4]([C:10](=[O:12])[CH3:11])[CH:5]=[C:6]([Cl:9])[C:7]=1[CH3:8].[CH3:15][N:16]([CH3:34])[C:17]([C:19]1[CH:24]=[CH:23][C:22](B2OC(C)(C)C(C)(C)O2)=[CH:21][N:20]=1)=[O:18].C(=O)([O-])[O-].[K+].[K+]. Given the product [C:10]([C:4]1[C:3]([O:13][CH3:14])=[C:2]([C:22]2[CH:23]=[CH:24][C:19]([C:17]([N:16]([CH3:34])[CH3:15])=[O:18])=[N:20][CH:21]=2)[C:7]([CH3:8])=[C:6]([Cl:9])[CH:5]=1)(=[O:12])[CH3:11], predict the reactants needed to synthesize it.